The task is: Predict the reactants needed to synthesize the given product.. This data is from Full USPTO retrosynthesis dataset with 1.9M reactions from patents (1976-2016). (1) The reactants are: C([C:4]1[CH:5]=[C:6]2[C:10](=[CH:11][CH:12]=1)[N:9]([CH2:13][C:14]([F:17])([F:16])[F:15])[C:8](=[O:18])[CH2:7]2)(=O)C.[CH2:19]([OH:22])[CH2:20][OH:21].[C:23]1(C)C=CC(S(O)(=O)=O)=C[CH:24]=1. Given the product [CH3:23][C:24]1([CH:7]2[C:6]3[C:10](=[CH:11][CH:12]=[CH:4][CH:5]=3)[N:9]([CH2:13][C:14]([F:15])([F:16])[F:17])[C:8]2=[O:18])[O:22][CH2:19][CH2:20][O:21]1, predict the reactants needed to synthesize it. (2) Given the product [Cl:19][C:4]1[CH:3]=[C:2](/[CH:22]=[CH:21]/[C:20]([O:24][CH2:25][CH2:26][CH2:27][CH3:28])=[O:23])[CH:17]=[C:16]([CH3:18])[C:5]=1[O:6][C:7]1[CH:12]=[CH:11][C:10]([N+:13]([O-:15])=[O:14])=[CH:9][N:8]=1, predict the reactants needed to synthesize it. The reactants are: Br[C:2]1[CH:17]=[C:16]([CH3:18])[C:5]([O:6][C:7]2[CH:12]=[CH:11][C:10]([N+:13]([O-:15])=[O:14])=[CH:9][N:8]=2)=[C:4]([Cl:19])[CH:3]=1.[C:20]([O:24][CH2:25][CH2:26][CH2:27][CH3:28])(=[O:23])[CH:21]=[CH2:22].C1(CNCC2CCCCC2)CCCCC1.F[B-](F)(F)F.C(P(C(C)(C)C)C(C)(C)C)(C)(C)C. (3) Given the product [Br:8][C:9]1[CH:14]=[CH:13][C:12]([O:6][CH3:7])=[C:11]([Cl:16])[CH:10]=1, predict the reactants needed to synthesize it. The reactants are: COS([O:6][CH3:7])(=O)=O.[Br:8][C:9]1[CH:14]=[CH:13][C:12](O)=[C:11]([Cl:16])[CH:10]=1.C([O-])([O-])=O.[K+].[K+]. (4) Given the product [Cl:1][C:2]1[CH:7]=[CH:6][CH:5]=[CH:4][C:3]=1[C@H:8]([N:12]1[CH2:17][CH2:16][C:15]2[S:18][CH:19]=[CH:20][C:14]=2[CH2:13]1)[C:9]([O:34][CH3:33])=[O:10], predict the reactants needed to synthesize it. The reactants are: [Cl:1][C:2]1[CH:7]=[CH:6][CH:5]=[CH:4][C:3]=1[CH:8]([N:12]1[CH2:17][CH2:16][C:15]2[S:18][CH:19]=[CH:20][C:14]=2[CH2:13]1)[C:9](N)=[O:10].C1(C)C=CC=CC=1.OS(O)(=O)=O.[C:33](=O)([O-])[O-:34].[Na+].[Na+]. (5) Given the product [C:1]([O:5][C:6](=[O:21])[NH:7][C@@H:8]1[CH2:20][C:11]2[NH:12][C:13]3[CH:14]=[CH:15][C:16]([C:22]#[N:23])=[CH:17][C:18]=3[C:10]=2[CH2:9]1)([CH3:4])([CH3:3])[CH3:2], predict the reactants needed to synthesize it. The reactants are: [C:1]([O:5][C:6](=[O:21])[NH:7][C@@H:8]1[CH2:20][C:11]2[NH:12][C:13]3[CH:14]=[CH:15][C:16](Br)=[CH:17][C:18]=3[C:10]=2[CH2:9]1)([CH3:4])([CH3:3])[CH3:2].[CH3:22][N:23](C=O)C. (6) Given the product [F:25][C:24]1[CH:23]=[C:22]([F:26])[CH:21]=[CH:20][C:19]=1[C:18]1[CH:13]=[CH:14][C:15]([OH:30])=[C:16]([C:27]([O:29][CH2:31][CH2:32][CH3:33])=[O:28])[CH:17]=1, predict the reactants needed to synthesize it. The reactants are: C1N=CN(C(N2C=NC=C2)=O)C=1.[CH:13]1[C:18]([C:19]2[CH:20]=[CH:21][C:22]([F:26])=[CH:23][C:24]=2[F:25])=[CH:17][C:16]([C:27]([OH:29])=[O:28])=[C:15]([OH:30])[CH:14]=1.[CH2:31](O)[CH2:32][CH3:33].O.